Dataset: Reaction yield outcomes from USPTO patents with 853,638 reactions. Task: Predict the reaction yield, written as a fraction of the theoretical maximum amount of product (1.0 means a 100% yield; for example, 0.34 means a 34% yield). (1) The reactants are [C:1]1([Mg]Br)[CH:6]=[CH:5][CH:4]=[CH:3][CH:2]=1. The catalyst is C(OCC)C. The product is [C:1]1([C:2]2[C:2]3[CH:3]=[C:4]4[C:5]([CH2:3][CH2:4][CH2:5]4)=[CH:6][C:1]=3[CH2:6][CH:1]=2)[CH:6]=[CH:5][CH:4]=[CH:3][CH:2]=1. The yield is 0.903. (2) The reactants are Cl[C:2]1[C:11]2[C:6](=[CH:7][C:8]([O:14][CH2:15][CH:16]3[CH2:21][CH2:20][N:19]([CH3:22])[CH2:18][CH2:17]3)=[C:9]([O:12][CH3:13])[CH:10]=2)[N:5]=[CH:4][N:3]=1.[CH3:23][C:24]1[NH:25][C:26]2[C:31]([C:32]=1[CH3:33])=[CH:30][C:29]([OH:34])=[CH:28][CH:27]=2. No catalyst specified. The product is [CH3:23][C:24]1[NH:25][C:26]2[C:31]([C:32]=1[CH3:33])=[CH:30][C:29]([O:34][C:2]1[C:11]3[C:6](=[CH:7][C:8]([O:14][CH2:15][CH:16]4[CH2:21][CH2:20][N:19]([CH3:22])[CH2:18][CH2:17]4)=[C:9]([O:12][CH3:13])[CH:10]=3)[N:5]=[CH:4][N:3]=1)=[CH:28][CH:27]=2. The yield is 0.400. (3) The reactants are Br[C:2]1[CH:7]=[CH:6][CH:5]=[C:4]([Br:8])[CH:3]=1.[C:9]1(B(O)O)[C:22]2[C:23]3=[C:24]4[C:19](=[CH:20][CH:21]=2)[CH:18]=[CH:17][CH:16]=[C:15]4[CH:14]=[CH:13][C:12]3=[CH:11][CH:10]=1.C([O-])([O-])=O.[Na+].[Na+].CCO. The catalyst is C1C=CC([P]([Pd]([P](C2C=CC=CC=2)(C2C=CC=CC=2)C2C=CC=CC=2)([P](C2C=CC=CC=2)(C2C=CC=CC=2)C2C=CC=CC=2)[P](C2C=CC=CC=2)(C2C=CC=CC=2)C2C=CC=CC=2)(C2C=CC=CC=2)C2C=CC=CC=2)=CC=1.C1(C)C=CC=CC=1. The product is [Br:8][C:4]1[CH:3]=[C:2]([C:16]2[C:15]3[C:24]4=[C:23]5[C:12](=[CH:13][CH:14]=3)[CH:11]=[CH:10][CH:9]=[C:22]5[CH:21]=[CH:20][C:19]4=[CH:18][CH:17]=2)[CH:7]=[CH:6][CH:5]=1. The yield is 0.490. (4) The reactants are [NH2:1][CH2:2][C:3]1[C:11]2[S:10](=[O:13])(=[O:12])[N:9]=[C:8]([C:14]3[C:15](=[O:32])[C@@:16]([CH2:26][CH2:27][C:28]([CH3:31])([CH3:30])[CH3:29])([CH3:25])[C:17]4[C:22]([C:23]=3[OH:24])=[CH:21][CH:20]=[CH:19][CH:18]=4)[NH:7][C:6]=2[S:5][CH:4]=1.C(N(CC)CC)C.[CH3:40][S:41](Cl)(=[O:43])=[O:42]. The catalyst is CN(C)C=O.O. The product is [CH3:29][C:28]([CH3:31])([CH3:30])[CH2:27][CH2:26][C@:16]1([CH3:25])[C:17]2[C:22](=[CH:21][CH:20]=[CH:19][CH:18]=2)[C:23]([OH:24])=[C:14]([C:8]2[NH:7][C:6]3[S:5][CH:4]=[C:3]([CH2:2][NH:1][S:41]([CH3:40])(=[O:43])=[O:42])[C:11]=3[S:10](=[O:13])(=[O:12])[N:9]=2)[C:15]1=[O:32]. The yield is 0.760. (5) The reactants are [OH:1][C@@H:2]1[C:10]2[C:5](=[CH:6][CH:7]=[CH:8][CH:9]=2)[CH2:4][C@@:3]1([CH2:20][C:21]1[CH:29]=[CH:28][C:24]([C:25](O)=[O:26])=[CH:23][CH:22]=1)[C:11]1[CH2:12][C:13]2[C:18]([CH:19]=1)=[CH:17][CH:16]=[CH:15][CH:14]=2.C[CH2:31][N:32](CC)CC.CN.C(P1(=O)OP(CCC)(=O)OP(CCC)(=O)O1)CC. The catalyst is C(Cl)Cl. The product is [OH:1][C@@H:2]1[C:10]2[C:5](=[CH:6][CH:7]=[CH:8][CH:9]=2)[CH2:4][C@@:3]1([CH2:20][C:21]1[CH:29]=[CH:28][C:24]([C:25]([NH:32][CH3:31])=[O:26])=[CH:23][CH:22]=1)[C:11]1[CH2:12][C:13]2[C:18]([CH:19]=1)=[CH:17][CH:16]=[CH:15][CH:14]=2. The yield is 0.780. (6) The reactants are Cl[C:2]1[C:3]([O:8][CH:9]2[CH2:14][CH2:13][N:12]([C:15]3[CH:24]=[CH:23][C:22]4[C:17](=[CH:18][CH:19]=[CH:20][CH:21]=4)[N:16]=3)[CH2:11][CH2:10]2)=[N:4][CH:5]=[CH:6][N:7]=1.[NH:25]1[CH2:30][CH2:29][CH:28]([C:31]([O:33][CH3:34])=[O:32])[CH2:27][CH2:26]1.C([O-])([O-])=O.[K+].[K+].CC(O)C. The catalyst is O. The product is [N:16]1[C:17]2[C:22](=[CH:21][CH:20]=[CH:19][CH:18]=2)[CH:23]=[CH:24][C:15]=1[N:12]1[CH2:13][CH2:14][CH:9]([O:8][C:3]2[C:2]([N:25]3[CH2:30][CH2:29][CH:28]([C:31]([O:33][CH3:34])=[O:32])[CH2:27][CH2:26]3)=[N:7][CH:6]=[CH:5][N:4]=2)[CH2:10][CH2:11]1. The yield is 0.270.